From a dataset of Full USPTO retrosynthesis dataset with 1.9M reactions from patents (1976-2016). Predict the reactants needed to synthesize the given product. Given the product [CH3:10][O:11][C:12]1[CH:13]=[C:14]([N:15]=[CH:6][C:5]2[CH:8]=[CH:9][C:2]([OH:1])=[N:3][CH:4]=2)[CH:16]=[CH:17][CH:18]=1, predict the reactants needed to synthesize it. The reactants are: [OH:1][C:2]1[CH:9]=[CH:8][C:5]([CH:6]=O)=[CH:4][N:3]=1.[CH3:10][O:11][C:12]1[CH:13]=[C:14]([CH:16]=[CH:17][CH:18]=1)[NH2:15].